This data is from Catalyst prediction with 721,799 reactions and 888 catalyst types from USPTO. The task is: Predict which catalyst facilitates the given reaction. (1) Reactant: Br[C:2]1[N:3]([C:18]2[CH:23]=[CH:22][CH:21]=[C:20]([O:24][CH:25]([F:27])[F:26])[CH:19]=2)[C:4]([C:8]2[C:13]([F:14])=[CH:12][CH:11]=[C:10]([O:15][CH3:16])[C:9]=2[F:17])=[C:5]([Cl:7])[N:6]=1.B1(C=C)OB([CH:34]=[CH2:35])OB(C=C)O1.C1C=CN=CC=1.C(=O)([O-])[O-].[Cs+].[Cs+]. Product: [Cl:7][C:5]1[N:6]=[C:2]([CH:34]=[CH2:35])[N:3]([C:18]2[CH:23]=[CH:22][CH:21]=[C:20]([O:24][CH:25]([F:27])[F:26])[CH:19]=2)[C:4]=1[C:8]1[C:13]([F:14])=[CH:12][CH:11]=[C:10]([O:15][CH3:16])[C:9]=1[F:17]. The catalyst class is: 551. (2) Reactant: CC1(C)[O:6][C@H:5]([C:7]([N:9]2[CH2:13][C@@H:12]([C:14]3[CH:19]=[CH:18][C:17]([O:20][CH3:21])=[C:16]([O:22][CH:23]4[CH2:26][N:25]([C:27]5[CH:32]=[CH:31][CH:30]=[CH:29][N:28]=5)[CH2:24]4)[CH:15]=3)[C@@:11]([C@H:34]([OH:36])[CH3:35])([CH3:33])[CH2:10]2)=[O:8])[CH2:4][O:3]1.Cl. Product: [OH:36][C@@H:34]([C@@:11]1([CH3:33])[C@H:12]([C:14]2[CH:19]=[CH:18][C:17]([O:20][CH3:21])=[C:16]([O:22][CH:23]3[CH2:24][N:25]([C:27]4[CH:32]=[CH:31][CH:30]=[CH:29][N:28]=4)[CH2:26]3)[CH:15]=2)[CH2:13][N:9]([C:7](=[O:8])[C@@H:5]([OH:6])[CH2:4][OH:3])[CH2:10]1)[CH3:35]. The catalyst class is: 7. (3) Reactant: Cl.C(OC([N:9]1[CH2:21][C:12]2=[C:13]3[N:18]([N:19]=[C:11]2[CH2:10]1)[CH:17]=[C:16]([Cl:20])[CH:15]=[N:14]3)=O)(C)(C)C.C(#N)C. Product: [ClH:20].[Cl:20][C:16]1[CH:15]=[N:14][C:13]2[N:18]([N:19]=[C:11]3[CH2:10][NH:9][CH2:21][C:12]3=2)[CH:17]=1. The catalyst class is: 52. (4) The catalyst class is: 8. Product: [NH:2]([C:18]([C:17]1[C:16]([S:25][CH3:26])=[C:15]([NH:14][C:13]2[CH:12]=[C:11]([NH:27][C:28]3[CH:33]=[CH:32][CH:31]=[CH:30][N:29]=3)[N:10]=[N:9][C:8]=2[C:6]([NH:5][CH3:4])=[O:7])[CH:24]=[CH:23][CH:22]=1)=[O:19])[NH2:3]. Reactant: O.[NH2:2][NH2:3].[CH3:4][NH:5][C:6]([C:8]1[N:9]=[N:10][C:11]([NH:27][C:28]2[CH:33]=[CH:32][CH:31]=[CH:30][N:29]=2)=[CH:12][C:13]=1[NH:14][C:15]1[C:16]([S:25][CH3:26])=[C:17]([CH:22]=[CH:23][CH:24]=1)[C:18](OC)=[O:19])=[O:7]. (5) Reactant: O.C1(C)C=CC(S(O)(=O)=O)=CC=1.[O:13]([CH2:20][CH2:21][CH:22]([CH2:28][C:29]1[CH:34]=[CH:33][C:32]([O:35][CH2:36][CH2:37][O:38]C2CCCCO2)=[CH:31][CH:30]=1)[C:23]([O:25][CH2:26][CH3:27])=[O:24])[C:14]1[CH:19]=[CH:18][CH:17]=[CH:16][CH:15]=1. Product: [OH:38][CH2:37][CH2:36][O:35][C:32]1[CH:31]=[CH:30][C:29]([CH2:28][CH:22]([CH2:21][CH2:20][O:13][C:14]2[CH:15]=[CH:16][CH:17]=[CH:18][CH:19]=2)[C:23]([O:25][CH2:26][CH3:27])=[O:24])=[CH:34][CH:33]=1. The catalyst class is: 8. (6) Reactant: ClB(Cl)Cl.C(Cl)Cl.C([O:11][C:12]1[CH:17]=[C:16]([O:18]CC=C)[C:15]([CH:22]([CH3:24])[CH3:23])=[CH:14][C:13]=1[C:25]1[N:26]([C:31]2[CH:36]=[CH:35][C:34]([C:37]([N:39]3[CH2:44][CH2:43][O:42][CH2:41][CH2:40]3)=[O:38])=[CH:33][CH:32]=2)[C:27](=[O:30])[NH:28][N:29]=1)C=C.C(=O)([O-])O.[Na+]. Product: [OH:11][C:12]1[CH:17]=[C:16]([OH:18])[C:15]([CH:22]([CH3:23])[CH3:24])=[CH:14][C:13]=1[C:25]1[N:26]([C:31]2[CH:32]=[CH:33][C:34]([C:37]([N:39]3[CH2:40][CH2:41][O:42][CH2:43][CH2:44]3)=[O:38])=[CH:35][CH:36]=2)[C:27](=[O:30])[NH:28][N:29]=1. The catalyst class is: 5. (7) Reactant: [F:1][C:2]([F:34])([F:33])[C:3]1[CH:12]=[C:11]([NH:13][CH2:14][C:15]([NH:17][CH:18]2[CH2:21][N:20](C(OC(C)(C)C)=O)[CH2:19]2)=[O:16])[C:10]2[C:5](=[CH:6][CH:7]=[C:8]([C:29]([F:32])([F:31])[F:30])[CH:9]=2)[N:4]=1. Product: [NH:20]1[CH2:21][CH:18]([NH:17][C:15](=[O:16])[CH2:14][NH:13][C:11]2[C:10]3[C:5](=[CH:6][CH:7]=[C:8]([C:29]([F:31])([F:30])[F:32])[CH:9]=3)[N:4]=[C:3]([C:2]([F:1])([F:33])[F:34])[CH:12]=2)[CH2:19]1. The catalyst class is: 12. (8) Reactant: [CH2:1]([S:8][C:9]1[C:10]([CH2:17][OH:18])=[CH:11][S:12][C:13]=1[N+:14]([O-:16])=[O:15])[C:2]1[CH:7]=[CH:6][CH:5]=[CH:4][CH:3]=1.C(N(C(C)C)CC)(C)C.[CH3:28][O:29][CH2:30]Cl. The catalyst class is: 4. Product: [CH2:1]([S:8][C:9]1[C:10]([CH2:17][O:18][CH2:28][O:29][CH3:30])=[CH:11][S:12][C:13]=1[N+:14]([O-:16])=[O:15])[C:2]1[CH:7]=[CH:6][CH:5]=[CH:4][CH:3]=1. (9) Reactant: [Br:1][C:2]1[CH:7]=[C:6]([OH:8])[C:5]([F:9])=[CH:4][N:3]=1.Br[CH2:11][C:12]1[CH:17]=[CH:16][CH:15]=[CH:14][CH:13]=1.C(=O)([O-])[O-].[K+].[K+].O. Product: [CH2:11]([O:8][C:6]1[C:5]([F:9])=[CH:4][N:3]=[C:2]([Br:1])[CH:7]=1)[C:12]1[CH:17]=[CH:16][CH:15]=[CH:14][CH:13]=1. The catalyst class is: 508. (10) Reactant: [F:1][C:2]1([F:30])[CH2:7][CH2:6][N:5]([C:8]([C:10]2[NH:11][C:12]3[C:17]([CH:18]=2)=[CH:16][C:15]([C:19]([N:21]2[CH2:26][CH2:25][N:24]([CH:27]([CH3:29])[CH3:28])[CH2:23][CH2:22]2)=[O:20])=[CH:14][CH:13]=3)=[O:9])[CH2:4][CH2:3]1.[CH2:31]([O:33][C:34]([C:36]1[CH:37]=[C:38](B(O)O)[CH:39]=[CH:40][CH:41]=1)=[O:35])[CH3:32].N1C=CC=CC=1. Product: [CH2:31]([O:33][C:34](=[O:35])[C:36]1[CH:37]=[CH:38][CH:39]=[C:40]([N:11]2[C:12]3[C:17](=[CH:16][C:15]([C:19]([N:21]4[CH2:22][CH2:23][N:24]([CH:27]([CH3:28])[CH3:29])[CH2:25][CH2:26]4)=[O:20])=[CH:14][CH:13]=3)[CH:18]=[C:10]2[C:8]([N:5]2[CH2:6][CH2:7][C:2]([F:1])([F:30])[CH2:3][CH2:4]2)=[O:9])[CH:41]=1)[CH3:32]. The catalyst class is: 221.